This data is from Reaction yield outcomes from USPTO patents with 853,638 reactions. The task is: Predict the reaction yield, written as a fraction of the theoretical maximum amount of product (1.0 means a 100% yield; for example, 0.34 means a 34% yield). (1) The reactants are Cl.[NH2:2][C:3](=[NH:17])[NH:4][C:5](=[NH:16])[N:6]([C:8]1[CH:13]=[CH:12][C:11]([Cl:14])=[C:10]([Cl:15])[CH:9]=1)[CH3:7].[OH-].[Na+].[C:20](OCC)(=[O:25])[CH2:21][C:22]([CH3:24])=O. The catalyst is C(O)C.O. The product is [Cl:15][C:10]1[CH:9]=[C:8]([N:6]([CH3:7])[C:5](=[NH:16])[NH:4][C:3]2[N:2]=[C:20]([OH:25])[CH:21]=[C:22]([CH3:24])[N:17]=2)[CH:13]=[CH:12][C:11]=1[Cl:14]. The yield is 0.310. (2) The reactants are Br[C:2]1[CH:3]=[C:4]2[C:8](=[C:9]([CH3:11])[CH:10]=1)[NH:7][N:6]=[CH:5]2.[H-].[Na+].C([Li])(CC)C.C1CCCCC1.Cl.[C:26](=O)(O)[O-:27].[Na+]. The catalyst is CN(C)C=O.O1CCCC1. The product is [CH3:11][C:9]1[CH:10]=[C:2]([CH:26]=[O:27])[CH:3]=[C:4]2[C:8]=1[NH:7][N:6]=[CH:5]2. The yield is 0.650. (3) The reactants are II.[Br-].[C:4]1([CH:10]([C:13]2[CH:18]=[CH:17][CH:16]=[CH:15][CH:14]=2)[CH:11]=[O:12])[CH:9]=[CH:8][CH:7]=[CH:6][CH:5]=1.C([O-])(O)=O.[Na+]. The catalyst is C(OCC)C.BrCCC=C. The product is [C:13]1([CH:10]([C:4]2[CH:5]=[CH:6][CH:7]=[CH:8][CH:9]=2)[CH:11]([OH:12])[CH2:6][CH2:5][CH:4]=[CH2:9])[CH:14]=[CH:15][CH:16]=[CH:17][CH:18]=1. The yield is 0.910. (4) The reactants are [NH:1]1[CH2:9][CH2:8][CH:4]([C:5]([OH:7])=[O:6])[CH2:3][CH2:2]1.C([O-])(O)=O.[Na+].[O:15](C(OC(C)(C)C)=O)[C:16]([O:18][C:19]([CH3:22])([CH3:21])[CH3:20])=O.Cl. The catalyst is O1CCOCC1.O. The product is [C:19]([O:18][C:16]([N:1]1[CH2:9][CH2:8][CH:4]([C:5]([OH:7])=[O:6])[CH2:3][CH2:2]1)=[O:15])([CH3:22])([CH3:21])[CH3:20]. The yield is 0.910. (5) The reactants are [CH3:1][C:2]1[CH:7]=[C:6]([CH3:8])[N:5]2[N:9]=[C:10]([SH:12])[N:11]=[C:4]2[N:3]=1.[F:13][C:14]1[CH:23]=[CH:22][C:17]([O:18][CH2:19][CH2:20]Br)=[CH:16][CH:15]=1. No catalyst specified. The product is [F:13][C:14]1[CH:23]=[CH:22][C:17]([O:18][CH2:19][CH2:20][S:12][C:10]2[N:11]=[C:4]3[N:3]=[C:2]([CH3:1])[CH:7]=[C:6]([CH3:8])[N:5]3[N:9]=2)=[CH:16][CH:15]=1. The yield is 0.570.